From a dataset of Peptide-MHC class II binding affinity with 134,281 pairs from IEDB. Regression. Given a peptide amino acid sequence and an MHC pseudo amino acid sequence, predict their binding affinity value. This is MHC class II binding data. (1) The peptide sequence is TKQQVFIQSEDPPVL. The MHC is DRB1_0901 with pseudo-sequence DRB1_0901. The binding affinity (normalized) is 0.556. (2) The peptide sequence is TSSTPEAVSLLCSDK. The MHC is HLA-DQA10101-DQB10501 with pseudo-sequence HLA-DQA10101-DQB10501. The binding affinity (normalized) is 0.0129. (3) The peptide sequence is WMTTEDMLEVWNRVW. The MHC is DRB5_0101 with pseudo-sequence DRB5_0101. The binding affinity (normalized) is 0.474. (4) The peptide sequence is SVRIRVRSGGHDYEG. The MHC is DRB1_0901 with pseudo-sequence DRB1_0901. The binding affinity (normalized) is 0.268. (5) The peptide sequence is PVGEIYKRWIILGLNKIV. The MHC is DRB1_0701 with pseudo-sequence DRB1_0701. The binding affinity (normalized) is 0.374. (6) The peptide sequence is DCSEYPKPDCTAEDR. The MHC is HLA-DPA10301-DPB10402 with pseudo-sequence HLA-DPA10301-DPB10402. The binding affinity (normalized) is 0.